From a dataset of Reaction yield outcomes from USPTO patents with 853,638 reactions. Predict the reaction yield, written as a fraction of the theoretical maximum amount of product (1.0 means a 100% yield; for example, 0.34 means a 34% yield). (1) The yield is 0.104. The catalyst is CCOC(C)=O. The product is [NH:19]1[C:18]([C:15]2[CH:16]=[C:17]3[C:12](=[CH:13][CH:14]=2)[NH:11][N:10]=[C:9]3[C:6]2[CH:7]=[CH:8][C:3]([S:2]([CH3:1])=[O:56])=[CH:4][CH:5]=2)=[N:22][CH:21]=[N:20]1. The reactants are [CH3:1][S:2][C:3]1[CH:8]=[CH:7][C:6]([C:9]2[C:17]3[C:12](=[CH:13][CH:14]=[C:15]([C:18]4[N:22]=[CH:21][N:20](C(C5C=CC=CC=5)(C5C=CC=CC=5)C5C=CC=CC=5)[N:19]=4)[CH:16]=3)[N:11](C3CCCCO3)[N:10]=2)=[CH:5][CH:4]=1.C(Cl)Cl.ClC1C=C(C=CC=1)C(OO)=[O:56]. (2) The reactants are [NH2:1][CH2:2][CH2:3][C:4]#[N:5].Br[CH2:7][CH2:8][CH2:9][CH2:10][CH:11]=[CH2:12].[I-].[Na+].C(=O)([O-])[O-].[K+].[K+]. The catalyst is C(OCC)C.CN(C)C=O. The product is [CH2:7]([N:5]([CH2:12][CH2:11][CH2:10][CH2:9][CH:8]=[CH2:7])[CH2:4][CH2:3][C:2]#[N:1])[CH2:8][CH2:9][CH2:10][CH:11]=[CH2:12]. The yield is 0.660. (3) The reactants are [SH:1][C:2]1[NH:10][C:9]2[C:4](=[N:5][CH:6]=[N:7][C:8]=2[NH2:11])[N:3]=1.I[C:13]1[CH:18]=[CH:17][C:16]([Cl:19])=[CH:15][C:14]=1[Cl:20].CC([O-])(C)C.[Na+]. The catalyst is [Cu]I.CN(C=O)C. The product is [Cl:19][C:16]1[CH:15]=[C:14]([Cl:20])[CH:13]=[CH:18][C:17]=1[S:1][C:2]1[NH:3][C:4]2[C:9]([N:10]=1)=[C:8]([NH2:11])[N:7]=[CH:6][N:5]=2. The yield is 0.870. (4) The reactants are [NH:1]1[C:9]2[N:4]3[C:5](=[N:10][CH:11]=[C:3]3[C:2]1=[O:12])[CH:6]=[CH:7][CH:8]=2.[ClH:13]. The catalyst is CO. The product is [ClH:13].[ClH:13].[NH2:1][CH2:9][CH2:8][CH2:7][CH2:6][N:1]1[C:9]2[N:4]3[C:5](=[N:10][CH:11]=[C:3]3[C:2]1=[O:12])[CH:6]=[CH:7][CH:8]=2. The yield is 0.795. (5) The reactants are Cl[C:2]1[CH:7]=[CH:6][C:5]([C:8]([F:11])([F:10])[F:9])=[CH:4][N:3]=1.[CH3:12][C:13]([C:15]1[CH:20]=[CH:19][CH:18]=[C:17]([F:21])[CH:16]=1)=[O:14].[H-].[Na+]. The catalyst is COCCOC. The product is [F:21][C:17]1[CH:16]=[C:15]([C:13](=[O:14])[CH2:12][C:2]2[CH:7]=[CH:6][C:5]([C:8]([F:11])([F:10])[F:9])=[CH:4][N:3]=2)[CH:20]=[CH:19][CH:18]=1. The yield is 0.840. (6) The reactants are [CH2:1]([S:7][C:8]1[N:13]=[C:12]([CH:14]([OH:16])[CH3:15])[CH:11]=[C:10]([CH3:17])[N:9]=1)[CH2:2][CH2:3][CH2:4][CH2:5][CH3:6].CC(C)=O.OS(O)(=O)=O.O=[Cr](=O)=O.OS(O)(=O)=O. The catalyst is CC(C)=O. The product is [CH2:1]([S:7][C:8]1[N:13]=[C:12]([C:14](=[O:16])[CH3:15])[CH:11]=[C:10]([CH3:17])[N:9]=1)[CH2:2][CH2:3][CH2:4][CH2:5][CH3:6]. The yield is 0.440. (7) The reactants are [CH3:1][C:2]1([CH3:16])[O:15][C:6]2=[C:7]([CH3:14])[N:8]=[CH:9][C:10]([CH2:11][CH2:12][NH2:13])=[C:5]2[CH2:4][O:3]1.[C:17]([C:19]1[CH:27]=[CH:26][C:22]([C:23](O)=[O:24])=[CH:21][CH:20]=1)#[N:18]. No catalyst specified. The product is [C:17]([C:19]1[CH:27]=[CH:26][C:22]([C:23]([NH:13][CH2:12][CH2:11][C:10]2[CH:9]=[N:8][C:7]([CH3:14])=[C:6]3[O:15][C:2]([CH3:16])([CH3:1])[O:3][CH2:4][C:5]=23)=[O:24])=[CH:21][CH:20]=1)#[N:18]. The yield is 0.430. (8) The reactants are [H-].[Na+].[Si:3]([O:10][CH2:11][CH2:12][CH2:13][C@@:14]1([C:36]2[CH:41]=[CH:40][C:39]([F:42])=[CH:38][CH:37]=2)[O:19][C:18](=[O:20])[N:17]([C@H:21]([C:23]2[CH:28]=[CH:27][C:26]([C:29]3[CH:34]=[CH:33][C:32](=[O:35])[NH:31][CH:30]=3)=[CH:25][CH:24]=2)[CH3:22])[CH2:16][CH2:15]1)([C:6]([CH3:9])([CH3:8])[CH3:7])([CH3:5])[CH3:4].[CH3:43]I. The catalyst is C1COCC1. The product is [Si:3]([O:10][CH2:11][CH2:12][CH2:13][C@@:14]1([C:36]2[CH:37]=[CH:38][C:39]([F:42])=[CH:40][CH:41]=2)[O:19][C:18](=[O:20])[N:17]([C@H:21]([C:23]2[CH:24]=[CH:25][C:26]([C:29]3[CH:34]=[CH:33][C:32](=[O:35])[N:31]([CH3:43])[CH:30]=3)=[CH:27][CH:28]=2)[CH3:22])[CH2:16][CH2:15]1)([C:6]([CH3:7])([CH3:8])[CH3:9])([CH3:4])[CH3:5]. The yield is 1.00. (9) The reactants are [C:1]1([C:7]2[C:8](=[N:13][NH:14][C:15]3[CH:20]=[CH:19][CH:18]=[CH:17][CH:16]=3)[C:9]([NH2:12])=[N:10][N:11]=2)[CH:6]=[CH:5][CH:4]=[CH:3][CH:2]=1.Cl.[C:22](Cl)(=[O:29])[C:23]1[CH:28]=[CH:27][CH:26]=[N:25][CH:24]=1.C(N(CC)CC)C. The catalyst is C(Cl)Cl. The product is [C:1]1([C:7]2[C:8](=[N:13][NH:14][C:15]3[CH:16]=[CH:17][CH:18]=[CH:19][CH:20]=3)[C:9]([NH:12][C:22](=[O:29])[C:23]3[CH:28]=[CH:27][CH:26]=[N:25][CH:24]=3)=[N:10][N:11]=2)[CH:2]=[CH:3][CH:4]=[CH:5][CH:6]=1. The yield is 0.360.